Dataset: Aqueous solubility values for 9,982 compounds from the AqSolDB database. Task: Regression/Classification. Given a drug SMILES string, predict its absorption, distribution, metabolism, or excretion properties. Task type varies by dataset: regression for continuous measurements (e.g., permeability, clearance, half-life) or binary classification for categorical outcomes (e.g., BBB penetration, CYP inhibition). For this dataset (solubility_aqsoldb), we predict Y. (1) The molecule is CCC(C)(C)c1ccccc1O. The Y is -2.49 log mol/L. (2) The Y is -7.49 log mol/L. The molecule is CCN(CC)c1ccc2cc(-c3nc4cc(Cl)ccc4o3)c(=O)oc2c1. (3) The compound is CCOP(=S)(OCC)Oc1ccc(S(C)=O)cc1. The Y is -2.30 log mol/L. (4) The drug is CCOC(=O)N1CC(C)NCC1C. The Y is 0.650 log mol/L. (5) The molecule is COC[C@H](N)C(=O)O. The Y is 0.652 log mol/L. (6) The molecule is Nc1ccc(S(=O)(=O)Nc2ccc(Cl)cc2)c(Cl)c1. The Y is -4.59 log mol/L. (7) The molecule is O=C1c2ccccc2C(=O)c2c1ccc(O)c2O. The Y is -2.78 log mol/L.